From a dataset of Reaction yield outcomes from USPTO patents with 853,638 reactions. Predict the reaction yield, written as a fraction of the theoretical maximum amount of product (1.0 means a 100% yield; for example, 0.34 means a 34% yield). (1) The reactants are Cl.[CH3:2][N:3]([CH3:10])[CH2:4]/[CH:5]=[CH:6]/[C:7](O)=[O:8].CN(C(ON1N=NC2C=CC=NC1=2)=[N+](C)C)C.F[P-](F)(F)(F)(F)F.[O:35]([C:42]1[CH:47]=[CH:46][C:45]([C:48]2[C:59]([C:60]([NH2:62])=[O:61])=[C:51]3[NH:52][C:53]4[CH2:58][CH2:57][NH:56][CH2:55][C:54]=4[N:50]3[N:49]=2)=[CH:44][CH:43]=1)[C:36]1[CH:41]=[CH:40][CH:39]=[CH:38][CH:37]=1. The catalyst is C(Cl)Cl. The product is [CH3:2][N:3]([CH3:10])[CH2:4]/[CH:5]=[CH:6]/[C:7]([N:56]1[CH2:57][CH2:58][C:53]2[NH:52][C:51]3[N:50]([N:49]=[C:48]([C:45]4[CH:44]=[CH:43][C:42]([O:35][C:36]5[CH:41]=[CH:40][CH:39]=[CH:38][CH:37]=5)=[CH:47][CH:46]=4)[C:59]=3[C:60]([NH2:62])=[O:61])[C:54]=2[CH2:55]1)=[O:8]. The yield is 0.370. (2) The reactants are Br[C:2]1[C:10]2[C:6](=[C:7]([CH3:12])[N:8]([CH3:11])[N:9]=2)[CH:5]=[CH:4][CH:3]=1.[CH3:13][C:14]1[CH:19]=[C:18]([CH3:20])[CH:17]=[C:16]([CH3:21])[C:15]=1B(O)O.P([O-])([O-])([O-])=O.[K+].[K+].[K+].C1(P(C2CCCCC2)C2C=CC=CC=2C2C=CC=CC=2N(C)C)CCCCC1. The catalyst is C([O-])(=O)C.[Pd+2].C([O-])(=O)C. The product is [CH3:11][N:8]1[C:7]([CH3:12])=[C:6]2[C:10]([C:2]([C:15]3[C:16]([CH3:21])=[CH:17][C:18]([CH3:20])=[CH:19][C:14]=3[CH3:13])=[CH:3][CH:4]=[CH:5]2)=[N:9]1. The yield is 0.330.